Dataset: Experimentally validated miRNA-target interactions with 360,000+ pairs, plus equal number of negative samples. Task: Binary Classification. Given a miRNA mature sequence and a target amino acid sequence, predict their likelihood of interaction. (1) The miRNA is hsa-miR-6788-5p with sequence CUGGGAGAAGAGUGGUGAAGA. The protein sequence of the target gene is MNQADPRLRAVCLWTLTSAAMSRGDNCTDLLALGIPSITQAWGLWVLLGAVTLLFLISLAAHLSQWTRGRSRSHPGQGRSGESVEEVPLYGNLHYLQTGRLSQDPEPDQQDPTLGGPARAAEEVMCYTSLQLRPPQGRIPGPGTPVKYSEVVLDSEPKSQASGPEPELYASVCAQTRRARASFPDQAYANSQPAAS. Result: 1 (interaction). (2) The miRNA is hsa-miR-1911-5p with sequence UGAGUACCGCCAUGUCUGUUGGG. The protein sequence of the target gene is MSAQAQMRALLDQLMGTARDGDETRQRVKFTDDRVCKSHLLDCCPHDILAGTRMDLGECTKIHDLALRADYEIASKERDLFFELDAMDHLESFIAECDRRTELAKKRLAETQEEISAEVSAKAEKVHELNEEIGKLLAKAEQLGAEGNVDESQKILMEVEKVRAKKKEAEEEYRNSMPASSFQQQKLRVCEVCSAYLGLHDNDRRLADHFGGKLHLGFIQIREKLDQLRKTVAEKQEKRNQDRLRRREEREREERLGRRSGSRTRDRRRSRSRDRRRRRSRSTSRERRKFSRSRSRDRYR.... Result: 0 (no interaction). (3) The miRNA is hsa-miR-34b-5p with sequence UAGGCAGUGUCAUUAGCUGAUUG. The protein sequence of the target gene is MEPSGGGLGPGRGTRDKKKGRSPDELPATGGDGGKHKKFLERFTSMRIKKEKEKPNSAHRNSSASYGDDPTAQSLQDISDEQVLVLFEQMLVDMNLNEEKQQPLREKDIVIKREMVSQYLHTSKAGMNQKESSRSAMMYIQELRSGLRDMHLLSCLESLRVSLNNNPVSWVQTFGAEGLASLLDILKRLHDEKEETSGNYDSRNQHEIIRCLKAFMNNKFGIKTMLETEEGILLLVRAMDPAVPNMMIDAAKLLSALCILPQPEDMNERVLEAMTERAEMDEVERFQPLLDGLKSGTSIA.... Result: 0 (no interaction). (4) The miRNA is hsa-miR-3121-5p with sequence UCCUUUGCCUAUUCUAUUUAAG. The protein sequence of the target gene is MEIGTEISRKIRSAIKGKLQELGAYVDEELPDYIMVMVANKKSQDQMTEDLSLFLGNNTIRFTVWLHGVLDKLRSVTTEPSSLKSPDASIFDSHVPSNKSSFSRGDERRHEAAVPPLAVSSSRPEKRDSRVSTSSQEQKSTNVRHSYDDGASTRLMSTVKPLREPAPSEDVIDIKPEPDDLIDEDLNFVQENPLSQKKPTVTLTYGSSRPSIEIYRPPASRNADTGTHLNRLQLHPQQSSAHAAKQLDVQSSQVSEAGRLCEPPVLSSVEDTYSPFFRNNLDKMSIEDENFRKRKLPVVS.... Result: 0 (no interaction). (5) The protein sequence of the target gene is MVAAAMLLRSCPVLSQGPTGLLGKVAKTYQFLFSIGRCPILATQGPTCSQIHLKATKAGGDSPSWAKSHCPFMLSELQDRKSKIVQRAAPEVQEDVKTFKTDLLSTMDSTTRSHSFPSFQEPEQTEGAVPHLIQNNMTGSQAFGYDQFFRDKIMEKKQDHTYRVFKTVNRWANAYPFAQHFSEASMASKDVSVWCSNDYLGISRHPRVLQAIEETLKNHGAGAGGTRNISGTSKFHVELEQELAELHQKDSALLFSSCFVANDSTLFTLAKLLPGCEIYSDAGNHASMIQGIRNSGAAKF.... The miRNA is hsa-miR-302d-5p with sequence ACUUUAACAUGGAGGCACUUGC. Result: 0 (no interaction). (6) The miRNA is hsa-miR-487a-5p with sequence GUGGUUAUCCCUGCUGUGUUCG. The protein sequence of the target gene is MSAEDLEAQEDELLALASIYDADEFRKAESVQGGETRIYLDLPQNFKIFVSGNSNESLQNSGFEYTICFLPPLVLNFELPPDYPSSSPPSFTLSGKWLSPTQLSALCKHLDNLWEEHRGRVVLFAWMQFLKEETLTYLNIVSPFELKMGSQKKVQRRATAQASSSTELGVGGAAAADVDQEETVDERAVQDVESLSSLIQEILDFNQARQTKCFNSKLFLCSICFCEKLGSDCMYFLECKHVYCKACLKDYFEIQIKDGQVKCLNCPEPQCPSVATPGQVKELVEADLFARYDRLLLQST.... Result: 0 (no interaction). (7) The miRNA is hsa-miR-433-5p with sequence UACGGUGAGCCUGUCAUUAUUC. The protein sequence of the target gene is MLLAQINRDSQGMTEFPGGGMEAQHVTLCLTEAVTVADGDNLENMEGVSLQAVTLADGSTAYIQHNSKDAKLIDGQVIQLEDGSAAYVQHVPIPKSTGDSLRLEDGQAVQLEDGTTAFIHHTSKDSYDQSALQAVQLEDGTTAYIHHAVQVPQSDTILAIQADGTVAGLHTGDATIDPDTISALEQYAAKVSIDGSESVAGTGMIGENEQEKKMQIVLQGHATRVTAKSQQSGEKAFRCEYDGCGKLYTTAHHLKVHERSHTGDRPYQCEHAGCGKAFATGYGLKSHVRTHTGEKPYRCS.... Result: 0 (no interaction). (8) The miRNA is hsa-miR-3183 with sequence GCCUCUCUCGGAGUCGCUCGGA. The protein sequence of the target gene is MRWLWPLAVSLAVILAVGLSRVSGGAPLHLGRHRAETQEQQSRSKRGTEDEEAKGVQQYVPEEWAEYPRPIHPAGLQPTKPLVATSPNPGKDGGTPDSGQELRGNLTGAPGQRLQIQNPLYPVTESSYSAYAIMLLALVVFAVGIVGNLSVMCIVWHSYYLKSAWNSILASLALWDFLVLFFCLPIVIFNEITKQRLLGDVSCRAVPFMEVSSLGVTTFSLCALGIDRFHVATSTLPKVRPIERCQSILAKLAVIWVGSMTLAVPELLLWQLAQEPAPTMGTLDSCIMKPSASLPESLYS.... Result: 1 (interaction). (9) The miRNA is hsa-miR-504-3p with sequence GGGAGUGCAGGGCAGGGUUUC. The protein sequence of the target gene is MNLFRFLGDLSHLLAIILLLLKIWKSRSCAGISGKSQVLFAVVFTARYLDLFTNYISLYNTCMKVVYIACSFTTVWLIYSKFKATYDGNHDTFRVEFLVVPTAILAFLVNHDFTPLEILWTFSIYLESVAILPQLFMVSKTGEAETITSHYLFALGVYRTLYLFNWIWRYHFEGFFDLIAIVAGLVQTVLYCDFFYLYITKVLKGKKLSLPA. Result: 1 (interaction). (10) Result: 0 (no interaction). The protein sequence of the target gene is MGRKLDLSGLTDDETEHVLQVVQRDFNLRKKEEDRLSEMKQRLAEENSKCSILSKHQKFVERCCMRCCSPFTFLVNARRRCGECKFSVCKSCCSYQKHEKLWVCCVCQQARLLRTQSLEWFYNNVKSRFKRFGSAKVLKNLYRKHRLESGACFDILGGGLFEPNLENEGSISGSDSTFYRQSEGHSMMDTLAVALRVAEEAIEEAISKAESHGDSLDKQNEASYLRDHKQELTEELAGTILQRIIRKQKDKAELRAEEEEPEWPRSQSGSVKARGEGTTAPPGRHKARATFRRSQSAFSF.... The miRNA is hsa-miR-7854-3p with sequence UGAGGUGACCGCAGAUGGGAA.